This data is from Catalyst prediction with 721,799 reactions and 888 catalyst types from USPTO. The task is: Predict which catalyst facilitates the given reaction. Reactant: [CH3:1][O:2][C:3](=[O:36])[CH2:4][O:5][C:6]1[CH:15]=[CH:14][C:13]([F:16])=[C:12]2[C:7]=1[C:8](=[O:35])[C:9]([CH2:19][C:20]1[CH:25]=[CH:24][C:23]([S:26]([N:29]3[CH2:34][CH2:33][O:32][CH2:31][CH2:30]3)(=[O:28])=[O:27])=[CH:22][CH:21]=1)=[C:10]([CH2:17][CH3:18])[NH:11]2.CN(C)C=O.C(=O)([O-])[O-].[K+].[K+].Cl[C:49](OC(=O)C)([F:51])[F:50]. Product: [CH3:1][O:2][C:3](=[O:36])[CH2:4][O:5][C:6]1[CH:15]=[CH:14][C:13]([F:16])=[C:12]2[C:7]=1[C:8]([O:35][CH:49]([F:51])[F:50])=[C:9]([CH2:19][C:20]1[CH:21]=[CH:22][C:23]([S:26]([N:29]3[CH2:30][CH2:31][O:32][CH2:33][CH2:34]3)(=[O:28])=[O:27])=[CH:24][CH:25]=1)[C:10]([CH2:17][CH3:18])=[N:11]2. The catalyst class is: 6.